From a dataset of Catalyst prediction with 721,799 reactions and 888 catalyst types from USPTO. Predict which catalyst facilitates the given reaction. (1) Reactant: [CH3:1][O:2][C:3](=[O:12])[C:4]1[CH:9]=[C:8]([Cl:10])[CH:7]=[CH:6][C:5]=1[NH2:11].[N+:13]([C:16]1[CH:17]=[C:18]([CH:21]=[CH:22][CH:23]=1)[CH:19]=O)([O-:15])=[O:14]. Product: [CH3:1][O:2][C:3](=[O:12])[C:4]1[CH:9]=[C:8]([Cl:10])[CH:7]=[CH:6][C:5]=1[N:11]=[CH:19][C:18]1[CH:21]=[CH:22][CH:23]=[C:16]([N+:13]([O-:15])=[O:14])[CH:17]=1. The catalyst class is: 8. (2) Reactant: [C:1]([OH:5])([CH3:4])([CH3:3])[CH3:2].C([Li])CCC.[CH:11]1([C:14](Cl)=[O:15])[CH2:13][CH2:12]1.O. Product: [C:1]([O:5][C:14]([CH:11]1[CH2:13][CH2:12]1)=[O:15])([CH3:4])([CH3:3])[CH3:2]. The catalyst class is: 1. (3) Reactant: [NH2:1][C:2]1[CH:32]=[C:31]([F:33])[CH:30]=[CH:29][C:3]=1[CH2:4][NH:5][C:6]([C:8]1[N:9]=[C:10]2[N:15]([C:16](=[O:26])[C:17]=1[O:18][CH2:19][C:20]1[CH:25]=[CH:24][CH:23]=[CH:22][CH:21]=1)[CH2:14][CH2:13][O:12][C:11]2([CH3:28])[CH3:27])=[O:7].[C:34](Cl)(=[O:36])[CH3:35].C(N(C(C)C)CC)(C)C.C([O-])(O)=O.[Na+]. Product: [C:34]([NH:1][C:2]1[CH:32]=[C:31]([F:33])[CH:30]=[CH:29][C:3]=1[CH2:4][NH:5][C:6]([C:8]1[N:9]=[C:10]2[N:15]([C:16](=[O:26])[C:17]=1[O:18][CH2:19][C:20]1[CH:25]=[CH:24][CH:23]=[CH:22][CH:21]=1)[CH2:14][CH2:13][O:12][C:11]2([CH3:28])[CH3:27])=[O:7])(=[O:36])[CH3:35]. The catalyst class is: 7. (4) Reactant: [NH2:1][C:2]1[CH:3]=[C:4]([NH:18][C:19](=[O:21])[CH3:20])[CH:5]=[CH:6][C:7]=1[NH:8][CH2:9][CH:10]1[CH2:15][CH2:14][C:13]([F:17])([F:16])[CH2:12][CH2:11]1.CCN(C(C)C)C(C)C.CN(C(ON1N=NC2C=CC=NC1=2)=[N+](C)C)C.F[P-](F)(F)(F)(F)F.[F:55][C:56]([F:61])([CH3:60])[C:57](O)=O. Product: [F:16][C:13]1([F:17])[CH2:14][CH2:15][CH:10]([CH2:9][N:8]2[C:7]3[CH:6]=[CH:5][C:4]([NH:18][C:19](=[O:21])[CH3:20])=[CH:3][C:2]=3[N:1]=[C:57]2[C:56]([F:61])([F:55])[CH3:60])[CH2:11][CH2:12]1. The catalyst class is: 3. (5) Reactant: [CH2:1]([O:8][C@@H:9]1[C@@H:14]([O:15][CH2:16][C:17]2[CH:22]=[CH:21][CH:20]=[CH:19][CH:18]=2)[C@H:13]([O:23][CH2:24][C:25]2[CH:30]=[CH:29][CH:28]=[CH:27][CH:26]=2)[C@@H:12]([CH2:31][O:32][CH2:33][C:34]2[CH:39]=[CH:38][CH:37]=[CH:36][CH:35]=2)[O:11][C@:10]1([CH2:42][CH2:43][OH:44])[O:40][CH3:41])[C:2]1[CH:7]=[CH:6][CH:5]=[CH:4][CH:3]=1.N1C=CC=CC=1.[S:51](Cl)([C:54]1[CH:60]=[CH:59][C:57]([CH3:58])=[CH:56][CH:55]=1)(=[O:53])=[O:52]. Product: [CH3:58][C:57]1[CH:59]=[CH:60][C:54]([S:51]([O:44][CH2:43][CH2:42][C@@:10]2([O:40][CH3:41])[C@H:9]([O:8][CH2:1][C:2]3[CH:7]=[CH:6][CH:5]=[CH:4][CH:3]=3)[C@@H:14]([O:15][CH2:16][C:17]3[CH:22]=[CH:21][CH:20]=[CH:19][CH:18]=3)[C@H:13]([O:23][CH2:24][C:25]3[CH:26]=[CH:27][CH:28]=[CH:29][CH:30]=3)[C@@H:12]([CH2:31][O:32][CH2:33][C:34]3[CH:39]=[CH:38][CH:37]=[CH:36][CH:35]=3)[O:11]2)(=[O:53])=[O:52])=[CH:55][CH:56]=1. The catalyst class is: 2. (6) Reactant: C(OC([NH:8][C@H:9]([C:21]([OH:23])=[O:22])[CH2:10][C:11]1[CH:16]=[CH:15][C:14]([O:17][CH2:18][CH2:19][Cl:20])=[CH:13][CH:12]=1)=O)(C)(C)C. Product: [ClH:20].[Cl:20][CH2:19][CH2:18][O:17][C:14]1[CH:13]=[CH:12][C:11]([CH2:10][C@@H:9]([C:21]([OH:23])=[O:22])[NH2:8])=[CH:16][CH:15]=1. The catalyst class is: 12. (7) Reactant: [O:1]=[C:2]1[C:10](=[C:11]2[C:19]3[C:14](=[CH:15][CH:16]=[CH:17][CH:18]=3)[CH:13]([CH2:20][CH2:21]OS(C)(=O)=O)[O:12]2)[C:9]2[C:4](=[CH:5][CH:6]=[CH:7][CH:8]=2)[NH:3]1.[CH2:27]([NH:29][CH2:30][CH3:31])[CH3:28].O1CCOCC1. Product: [CH2:27]([N:29]([CH2:30][CH3:31])[CH2:21][CH2:20][CH:13]1[C:14]2[C:19](=[CH:18][CH:17]=[CH:16][CH:15]=2)[C:11](=[C:10]2[C:9]3[C:4](=[CH:5][CH:6]=[CH:7][CH:8]=3)[NH:3][C:2]2=[O:1])[O:12]1)[CH3:28]. The catalyst class is: 1. (8) The catalyst class is: 4. Product: [Cl:1][C:2]1[CH:3]=[CH:4][C:5]([N:29]2[CH:33]=[N:32][N:31]=[N:30]2)=[C:6]([C:8]2[CH:13]=[CH:12][N:11]([CH2:14][C:15]([O:17][CH2:18][C:19]([C:21]3[CH:26]=[CH:25][C:24]([NH:27][C:44]([O:46][CH3:47])=[O:45])=[CH:23][N:22]=3)=[O:20])=[O:16])[C:10](=[O:28])[CH:9]=2)[CH:7]=1. Reactant: [Cl:1][C:2]1[CH:3]=[CH:4][C:5]([N:29]2[CH:33]=[N:32][N:31]=[N:30]2)=[C:6]([C:8]2[CH:13]=[CH:12][N:11]([CH2:14][C:15]([O:17][CH2:18][C:19]([C:21]3[CH:26]=[CH:25][C:24]([NH2:27])=[CH:23][N:22]=3)=[O:20])=[O:16])[C:10](=[O:28])[CH:9]=2)[CH:7]=1.C(N(C(C)C)CC)(C)C.Cl[C:44]([O:46][CH3:47])=[O:45]. (9) Reactant: [H-].[Na+].[H][H].[C:5]([O:14][CH2:15][CH:16]=[CH2:17])(=[O:13])[CH2:6][C:7]([O:9][CH2:10][CH:11]=[CH2:12])=[O:8].Cl[CH2:19][C:20]1[CH:27]=[CH:26][C:23]([C:24]#[N:25])=[CH:22][CH:21]=1.Cl. Product: [C:24]([C:23]1[CH:26]=[CH:27][C:20]([CH2:19][CH:6]([C:7]([O:9][CH2:10][CH:11]=[CH2:12])=[O:8])[C:5]([O:14][CH2:15][CH:16]=[CH2:17])=[O:13])=[CH:21][CH:22]=1)#[N:25]. The catalyst class is: 38. (10) Reactant: [OH:1][C:2]1[C:14]2[C:13]3[C:8](=[CH:9][C:10]([CH2:15][OH:16])=[CH:11][CH:12]=3)[C:7](=[O:17])[C:6]=2[CH:5]=[CH:4][CH:3]=1.[C:18]([Si:22]([CH3:25])([CH3:24])Cl)([CH3:21])([CH3:20])[CH3:19].N1C=CN=C1. Product: [OH:1][C:2]1[C:14]2[C:13]3[C:8](=[CH:9][C:10]([CH2:15][O:16][Si:22]([C:18]([CH3:21])([CH3:20])[CH3:19])([CH3:25])[CH3:24])=[CH:11][CH:12]=3)[C:7](=[O:17])[C:6]=2[CH:5]=[CH:4][CH:3]=1. The catalyst class is: 3.